Predict the reactants needed to synthesize the given product. From a dataset of Full USPTO retrosynthesis dataset with 1.9M reactions from patents (1976-2016). (1) Given the product [C:1]([C:5]1[CH:9]=[C:8]([NH:10][C:11]([NH:45][C:44]2[CH:46]=[CH:47][CH:48]=[C:42]([O:41][C:32]3[C:31]4[C:36](=[CH:37][C:38]([O:39][CH3:40])=[C:29]([O:28][CH3:27])[CH:30]=4)[N:35]=[CH:34][N:33]=3)[CH:43]=2)=[O:19])[N:7]([C:20]2[CH:25]=[CH:24][C:23]([CH3:26])=[CH:22][CH:21]=2)[N:6]=1)([CH3:2])([CH3:3])[CH3:4], predict the reactants needed to synthesize it. The reactants are: [C:1]([C:5]1[CH:9]=[C:8]([NH:10][C:11](=[O:19])OC2C=CC=CC=2)[N:7]([C:20]2[CH:25]=[CH:24][C:23]([CH3:26])=[CH:22][CH:21]=2)[N:6]=1)([CH3:4])([CH3:3])[CH3:2].[CH3:27][O:28][C:29]1[CH:30]=[C:31]2[C:36](=[CH:37][C:38]=1[O:39][CH3:40])[N:35]=[CH:34][N:33]=[C:32]2[O:41][C:42]1[CH:43]=[C:44]([CH:46]=[CH:47][CH:48]=1)[NH2:45]. (2) Given the product [NH2:16][C:11]1[C:8]([C:9]#[N:10])=[C:7]([O:3][CH2:2][CH2:1][OH:4])[N:14]=[C:13]([NH2:15])[CH:12]=1, predict the reactants needed to synthesize it. The reactants are: [CH2:1]([OH:4])[CH2:2][OH:3].[Na].Br[C:7]1[N:14]=[C:13]([NH2:15])[CH:12]=[C:11]([NH2:16])[C:8]=1[C:9]#[N:10]. (3) The reactants are: C[O:2][C:3](=[O:12])[CH2:4][CH2:5][CH2:6][CH2:7][C:8]([O:10]C)=[O:9].[OH:13][CH2:14][C:15]([CH2:20][OH:21])([CH2:18][OH:19])[CH2:16][OH:17]. Given the product [CH3:14][CH:4]([CH2:5][CH2:6][CH2:7][C:8]([OH:10])=[O:9])[C:3]([OH:2])=[O:12].[CH3:14][CH:4]([CH2:5][CH2:6][CH2:7][C:8]([OH:10])=[O:9])[C:3]([OH:2])=[O:12].[CH3:14][CH:4]([CH2:5][CH2:6][CH2:7][C:8]([OH:10])=[O:9])[C:3]([OH:2])=[O:12].[CH3:14][CH:4]([CH2:5][CH2:6][CH2:7][C:8]([OH:10])=[O:9])[C:3]([OH:2])=[O:12].[OH:13][CH2:14][C:15]([CH2:20][OH:21])([CH2:18][OH:19])[CH2:16][OH:17], predict the reactants needed to synthesize it. (4) Given the product [F:1][C:2]1[CH:3]=[C:4]2[C:9](=[CH:10][CH:11]=1)[N:8]=[C:7]([O:12][CH3:13])[C:6]([NH:14][C:15]([N:29]1[CH2:30][CH2:31][N:26]([C:21]3[CH:22]=[CH:23][CH:24]=[CH:25][N:20]=3)[CH2:27][CH2:28]1)=[O:19])=[N:5]2, predict the reactants needed to synthesize it. The reactants are: [F:1][C:2]1[CH:3]=[C:4]2[C:9](=[CH:10][CH:11]=1)[N:8]=[C:7]([O:12][CH3:13])[C:6]([NH:14][C:15](=[O:19])OCC)=[N:5]2.[N:20]1[CH:25]=[CH:24][CH:23]=[CH:22][C:21]=1[N:26]1[CH2:31][CH2:30][NH:29][CH2:28][CH2:27]1. (5) Given the product [C:1]([O-:9])(=[O:8])[C:2]([CH2:4][C:5]([OH:7])=[O:6])=[CH2:3].[Na+:11], predict the reactants needed to synthesize it. The reactants are: [C:1]([OH:9])(=[O:8])[C:2]([CH2:4][C:5]([OH:7])=[O:6])=[CH2:3].[OH-].[Na+:11]. (6) Given the product [I:14][C:11]1[CH:12]=[CH:13][C:8]([N:4]2[CH2:5][CH2:6][C:7]3[C:17]([C:18]([O:20][CH2:21][CH3:22])=[O:19])=[N:23][N:24]([C:25]4[CH:26]=[CH:27][C:28]([O:31][CH3:32])=[CH:29][CH:30]=4)[C:2]=3[C:3]2=[O:15])=[CH:9][CH:10]=1, predict the reactants needed to synthesize it. The reactants are: Cl[C:2]1[C:3](=[O:15])[N:4]([C:8]2[CH:13]=[CH:12][C:11]([I:14])=[CH:10][CH:9]=2)[CH2:5][CH2:6][CH:7]=1.Cl/[C:17](=[N:23]\[NH:24][C:25]1[CH:30]=[CH:29][C:28]([O:31][CH3:32])=[CH:27][CH:26]=1)/[C:18]([O:20][CH2:21][CH3:22])=[O:19].C1(C)C=CC=CC=1.C(N(CC)CC)C. (7) Given the product [OH:2][C:3]1[CH:4]=[C:5]2[C:10](=[CH:11][CH:12]=1)[C:9]([O:13][C:14]1[CH:15]=[CH:16][C:17](/[CH:20]=[CH:21]/[C:22]([OH:24])=[O:23])=[CH:18][CH:19]=1)=[C:8]([C:25]1[CH:26]=[CH:27][CH:28]=[CH:29][CH:30]=1)[C:7]([CH2:31][CH2:32][CH3:33])=[CH:6]2, predict the reactants needed to synthesize it. The reactants are: C[O:2][C:3]1[CH:4]=[C:5]2[C:10](=[CH:11][CH:12]=1)[C:9]([O:13][C:14]1[CH:19]=[CH:18][C:17](/[CH:20]=[CH:21]/[C:22]([OH:24])=[O:23])=[CH:16][CH:15]=1)=[C:8]([C:25]1[CH:30]=[CH:29][CH:28]=[CH:27][CH:26]=1)[C:7]([CH2:31][CH2:32][CH3:33])=[CH:6]2.B(Br)(Br)Br. (8) Given the product [Si:7]([O:6][CH2:5][C@H:4]([C:14]1[CH:19]=[N:18][C:17]([O:20][CH3:21])=[N:16][CH:15]=1)[NH2:1])([C:10]([CH3:13])([CH3:12])[CH3:11])([CH3:9])[CH3:8], predict the reactants needed to synthesize it. The reactants are: [N:1]([C@@H:4]([C:14]1[CH:15]=[N:16][C:17]([O:20][CH3:21])=[N:18][CH:19]=1)[CH2:5][O:6][Si:7]([C:10]([CH3:13])([CH3:12])[CH3:11])([CH3:9])[CH3:8])=[N+]=[N-].